This data is from Reaction yield outcomes from USPTO patents with 853,638 reactions. The task is: Predict the reaction yield, written as a fraction of the theoretical maximum amount of product (1.0 means a 100% yield; for example, 0.34 means a 34% yield). (1) The catalyst is CO.C(Cl)Cl. The yield is 0.900. The product is [CH2:41]([S:43]([N:8]1[CH2:9][CH2:10][N:5]([CH2:4][C:3]2[C:2]([F:1])=[C:21]([NH:22][C:23]([NH:25][C:26]3[CH:31]=[CH:30][N:29]=[C:28]([CH3:32])[CH:27]=3)=[O:24])[CH:20]=[CH:19][CH:18]=2)[CH2:6][CH2:7]1)(=[O:45])=[O:44])[CH3:42]. The reactants are [F:1][C:2]1[C:21]([NH:22][C:23]([NH:25][C:26]2[CH:31]=[CH:30][N:29]=[C:28]([CH3:32])[CH:27]=2)=[O:24])=[CH:20][CH:19]=[CH:18][C:3]=1[CH2:4][N:5]1[CH2:10][CH2:9][N:8](C(OC(C)(C)C)=O)[CH2:7][CH2:6]1.Cl.CCN(CC)CC.[CH2:41]([S:43](Cl)(=[O:45])=[O:44])[CH3:42]. (2) The product is [CH3:19][C:9]1[C:10]2[CH2:11][CH2:12][CH2:13][CH2:14][C:15]=2[N:16]=[C:17]2[C:8]=1[CH:7]=[CH:6][C:5]([C:3]([OH:4])=[O:2])=[CH:18]2. The reactants are C[O:2][C:3]([C:5]1[CH:6]=[CH:7][C:8]2[C:17]([CH:18]=1)=[N:16][C:15]1[CH2:14][CH2:13][CH2:12][CH2:11][C:10]=1[C:9]=2[CH3:19])=[O:4].[OH-].[Na+]. The catalyst is C1COCC1.O. The yield is 0.220. (3) The yield is 0.190. The reactants are Br[C:2]1[C:9]([F:10])=[CH:8][CH:7]=[CH:6][C:3]=1[C:4]#[N:5].[NH:11]1[C:15](B(O)O)=[CH:14][CH:13]=[N:12]1.C([O-])(O)=O.[Na+]. The catalyst is COCCOC.O.C1C=CC([P]([Pd]([P](C2C=CC=CC=2)(C2C=CC=CC=2)C2C=CC=CC=2)([P](C2C=CC=CC=2)(C2C=CC=CC=2)C2C=CC=CC=2)[P](C2C=CC=CC=2)(C2C=CC=CC=2)C2C=CC=CC=2)(C2C=CC=CC=2)C2C=CC=CC=2)=CC=1. The product is [F:10][C:9]1[C:2]([C:13]2[NH:12][N:11]=[CH:15][CH:14]=2)=[C:3]([CH:6]=[CH:7][CH:8]=1)[C:4]#[N:5].